Dataset: Reaction yield outcomes from USPTO patents with 853,638 reactions. Task: Predict the reaction yield, written as a fraction of the theoretical maximum amount of product (1.0 means a 100% yield; for example, 0.34 means a 34% yield). The reactants are CC(C)=[O:3].OS(O)(=O)=O.O=[Cr](=O)=O.[C:14]1([C:20]2[CH:24]=[CH:23][S:22][C:21]=2[CH:25]=[O:26])[CH:19]=[CH:18][CH:17]=[CH:16][CH:15]=1.C(O)(C)C. The catalyst is CC(C)=O. The product is [C:14]1([C:20]2[CH:24]=[CH:23][S:22][C:21]=2[C:25]([OH:3])=[O:26])[CH:15]=[CH:16][CH:17]=[CH:18][CH:19]=1. The yield is 0.460.